This data is from Forward reaction prediction with 1.9M reactions from USPTO patents (1976-2016). The task is: Predict the product of the given reaction. (1) Given the reactants [F:1][C:2]1[CH:3]=[C:4]([OH:11])[C:5](=[CH:9][CH:10]=1)[C:6]([OH:8])=[O:7].S(=O)(=O)(O)O.[CH3:17]O, predict the reaction product. The product is: [F:1][C:2]1[CH:3]=[C:4]([OH:11])[C:5](=[CH:9][CH:10]=1)[C:6]([O:8][CH3:17])=[O:7]. (2) Given the reactants [N:1]1([C:7]2[CH:12]=[C:11]([NH2:13])[CH:10]=[CH:9][N:8]=2)[CH2:6][CH2:5][O:4][CH2:3][CH2:2]1.[CH3:14][O:15][C:16](=[O:30])[C:17]([C:19]1[C:28]2[C:23](=[CH:24][CH:25]=[CH:26][CH:27]=2)[C:22](Br)=[CH:21][CH:20]=1)=[O:18].C1C=CC(P(C2C(C3C(P(C4C=CC=CC=4)C4C=CC=CC=4)=CC=C4C=3C=CC=C4)=C3C(C=CC=C3)=CC=2)C2C=CC=CC=2)=CC=1, predict the reaction product. The product is: [CH3:14][O:15][C:16](=[O:30])[C:17]([C:19]1[C:28]2[C:23](=[CH:24][CH:25]=[CH:26][CH:27]=2)[C:22]([NH:13][C:11]2[CH:10]=[CH:9][N:8]=[C:7]([N:1]3[CH2:2][CH2:3][O:4][CH2:5][CH2:6]3)[CH:12]=2)=[CH:21][CH:20]=1)=[O:18]. (3) Given the reactants Cl[C:2]1[C:11]2[C:6](=[CH:7][CH:8]=[CH:9][CH:10]=2)[N:5]=[C:4]2[N:12]([C:16]3[CH:21]=[CH:20][CH:19]=[CH:18][N:17]=3)[N:13]=[C:14]([CH3:15])[C:3]=12.[CH2:22]([Mg]Br)[CH3:23].C(OCC)C.O, predict the reaction product. The product is: [CH2:22]([C:2]1[C:11]2[C:6](=[CH:7][CH:8]=[CH:9][CH:10]=2)[N:5]=[C:4]2[N:12]([C:16]3[CH:21]=[CH:20][CH:19]=[CH:18][N:17]=3)[N:13]=[C:14]([CH3:15])[C:3]=12)[CH3:23]. (4) Given the reactants [F:1][C:2]1[CH:10]=[C:9]2[C:5]([CH2:6][C:7](=[O:17])[N:8]2[CH:11]2[CH2:16][CH2:15][NH:14][CH2:13][CH2:12]2)=[CH:4][C:3]=1[C:18]([NH:20][CH3:21])=[O:19].C(N(CC)CC)C.[Cl:29][CH2:30][C:31]([N:33]1[CH2:37][C@@H:36]2[CH2:38][CH2:39][CH2:40][C@@H:35]2[CH2:34]1)=[O:32], predict the reaction product. The product is: [Cl-:29].[F:1][C:2]1[CH:10]=[C:9]2[C:5]([CH2:6][C:7](=[O:17])[N:8]2[CH:11]2[CH2:16][CH2:15][NH+:14]([CH2:30][C:31]([N:33]3[CH2:37][C@@H:36]4[CH2:38][CH2:39][CH2:40][C@@H:35]4[CH2:34]3)=[O:32])[CH2:13][CH2:12]2)=[CH:4][C:3]=1[C:18]([NH:20][CH3:21])=[O:19]. (5) Given the reactants [Cl:1][C:2]1[CH:3]=[C:4]([CH:7]=[C:8]([O:10][C:11]2[C:12](=[O:31])[N:13]([CH2:21][C:22]3[C:30]4[C:25](=[N:26][CH:27]=[CH:28][CH:29]=4)[NH:24][N:23]=3)[CH:14]=[CH:15][C:16]=2[C:17]([F:20])([F:19])[F:18])[CH:9]=1)[C:5]#[N:6].[CH2:32]([N:34]([CH:38](C)C)[CH:35]([CH3:37])C)C.C(Cl)(=O)[O:42]C1C=CC([N+]([O-])=O)=CC=1.[CH3:54][N:55](CCNC)[C:56](=[O:62])[O:57][C:58]([CH3:61])([CH3:60])[CH3:59], predict the reaction product. The product is: [Cl:1][C:2]1[CH:9]=[C:8]([CH:7]=[C:4]([C:5]#[N:6])[CH:3]=1)[O:10][C:11]1[C:12](=[O:31])[N:13]([CH2:21][C:22]2[C:30]3[C:25](=[N:26][CH:27]=[CH:28][CH:29]=3)[N:24]([C:32]([N:34]([CH3:38])[CH2:35][CH2:37][N:55]([CH3:54])[C:56](=[O:62])[O:57][C:58]([CH3:61])([CH3:60])[CH3:59])=[O:42])[N:23]=2)[CH:14]=[CH:15][C:16]=1[C:17]([F:19])([F:20])[F:18].